This data is from Forward reaction prediction with 1.9M reactions from USPTO patents (1976-2016). The task is: Predict the product of the given reaction. (1) Given the reactants C(=O)([O-])[O-].[K+].[K+].Br[CH2:8][C:9]#[N:10].[CH:11]([O:14][C:15]([N:17]1[C:26]2[C:21](=[CH:22][C:23]([C:27]([F:30])([F:29])[F:28])=[CH:24][CH:25]=2)[C@@H:20]([N:31]([CH2:37][C:38]2[CH:43]=[C:42]([C:44]([F:47])([F:46])[F:45])[CH:41]=[C:40]([C:48]([F:51])([F:50])[F:49])[CH:39]=2)[C:32]2[NH:36][N:35]=[N:34][N:33]=2)[CH2:19][C@H:18]1[CH2:52][CH3:53])=[O:16])([CH3:13])[CH3:12].O, predict the reaction product. The product is: [CH:11]([O:14][C:15]([N:17]1[C:26]2[C:21](=[CH:22][C:23]([C:27]([F:30])([F:29])[F:28])=[CH:24][CH:25]=2)[C@@H:20]([N:31]([CH2:37][C:38]2[CH:43]=[C:42]([C:44]([F:45])([F:46])[F:47])[CH:41]=[C:40]([C:48]([F:49])([F:50])[F:51])[CH:39]=2)[C:32]2[N:33]=[N:34][N:35]([CH2:8][C:9]#[N:10])[N:36]=2)[CH2:19][C@H:18]1[CH2:52][CH3:53])=[O:16])([CH3:13])[CH3:12]. (2) Given the reactants [CH3:1][NH:2][CH2:3][C:4]([CH3:17])([O:6][C:7]1[CH:16]=[CH:15][C:10]([C:11]([O:13][CH3:14])=[O:12])=[CH:9][CH:8]=1)[CH3:5].[F:18][C:19]1[CH:24]=[CH:23][CH:22]=[CH:21][C:20]=1[NH:25][C:26](=[O:40])[NH:27][C:28]1[CH:33]=[CH:32][C:31]([CH2:34][C:35](O)=[O:36])=[CH:30][C:29]=1[O:38][CH3:39].C(Cl)CCl.O, predict the reaction product. The product is: [F:18][C:19]1[CH:24]=[CH:23][CH:22]=[CH:21][C:20]=1[NH:25][C:26](=[O:40])[NH:27][C:28]1[CH:33]=[CH:32][C:31]([CH2:34][C:35]([CH2:1][NH:2][CH2:3][C:4]([CH3:17])([O:6][C:7]2[CH:16]=[CH:15][C:10]([C:11]([O:13][CH3:14])=[O:12])=[CH:9][CH:8]=2)[CH3:5])=[O:36])=[CH:30][C:29]=1[O:38][CH3:39]. (3) Given the reactants [OH-].[Na+].[Cl:3][C:4]1[C:9]([O:10][CH:11]([CH3:13])[CH3:12])=[C:8]([CH2:14][N:15]2[CH2:20][CH2:19][CH:18]([N:21]3[CH:26]=[CH:25][C:24]([C:27]([O:29]C)=[O:28])=[CH:23][C:22]3=[O:31])[CH2:17][CH2:16]2)[CH:7]=[C:6]([CH:32]2[CH2:34][CH2:33]2)[C:5]=1[C:35]1[CH:40]=[CH:39][C:38]([F:41])=[CH:37][C:36]=1[F:42], predict the reaction product. The product is: [Cl:3][C:4]1[C:9]([O:10][CH:11]([CH3:13])[CH3:12])=[C:8]([CH2:14][N:15]2[CH2:16][CH2:17][CH:18]([N:21]3[CH:26]=[CH:25][C:24]([C:27]([OH:29])=[O:28])=[CH:23][C:22]3=[O:31])[CH2:19][CH2:20]2)[CH:7]=[C:6]([CH:32]2[CH2:33][CH2:34]2)[C:5]=1[C:35]1[CH:40]=[CH:39][C:38]([F:41])=[CH:37][C:36]=1[F:42]. (4) Given the reactants [CH2:1]([N:8]1[C:12]2[CH:13]=[C:14](Br)[CH:15]=[CH:16][C:11]=2[NH:10][C:9]1=[O:18])[C:2]1[CH:7]=[CH:6][CH:5]=[CH:4][CH:3]=1.[N+:19]([C:22]1[CH:23]=[C:24](B(O)O)[CH:25]=[CH:26][CH:27]=1)([O-:21])=[O:20], predict the reaction product. The product is: [CH2:1]([N:8]1[C:12]2[CH:13]=[C:14]([C:26]3[CH:25]=[CH:24][CH:23]=[C:22]([N+:19]([O-:21])=[O:20])[CH:27]=3)[CH:15]=[CH:16][C:11]=2[NH:10][C:9]1=[O:18])[C:2]1[CH:7]=[CH:6][CH:5]=[CH:4][CH:3]=1. (5) Given the reactants C(N(S(F)(F)[F:7])CC)C.O[C@H:11]1[CH2:16][C:15]([CH3:18])([CH3:17])[C@H:14]([N:19]([CH3:32])[C:20]2[CH:27]=[CH:26][C:23]([C:24]#[N:25])=[C:22]([C:28]([F:31])([F:30])[F:29])[CH:21]=2)[CH:13]=[C:12]1[N:33]1[CH:37]=[CH:36][N:35]=[CH:34]1, predict the reaction product. The product is: [F:7][CH:11]1[CH2:16][C:15]([CH3:18])([CH3:17])[CH:14]([N:19]([CH3:32])[C:20]2[CH:27]=[CH:26][C:23]([C:24]#[N:25])=[C:22]([C:28]([F:31])([F:30])[F:29])[CH:21]=2)[CH:13]=[C:12]1[N:33]1[CH:37]=[CH:36][N:35]=[CH:34]1.